This data is from Forward reaction prediction with 1.9M reactions from USPTO patents (1976-2016). The task is: Predict the product of the given reaction. (1) Given the reactants [CH3:1][C:2]1[N:7]([CH2:8][C:9]2[S:13][C:12]([C:14]([F:17])([F:16])[F:15])=[N:11][CH:10]=2)[C:6](=[O:18])[N:5]=[C:4](SC)[N:3]=1.Cl.[F:22][C:23]([F:37])([F:36])[CH2:24][O:25][C:26]1[CH:27]=[C:28]2[C:33](=[CH:34][CH:35]=1)[CH2:32][NH:31][CH2:30][CH2:29]2, predict the reaction product. The product is: [CH3:1][C:2]1[N:7]([CH2:8][C:9]2[S:13][C:12]([C:14]([F:17])([F:16])[F:15])=[N:11][CH:10]=2)[C:6](=[O:18])[N:5]=[C:4]([N:31]2[CH2:30][CH2:29][C:28]3[C:33](=[CH:34][CH:35]=[C:26]([O:25][CH2:24][C:23]([F:22])([F:37])[F:36])[CH:27]=3)[CH2:32]2)[N:3]=1. (2) Given the reactants C(OC(C)C)(C)C.P(OP(O)(O)=O)(O)(O)=O.[CH:17]1([C:20](=O)[CH2:21][C:22]#[N:23])[CH2:19][CH2:18]1.[NH2:25][C:26]1[CH:40]=[CH:39][CH:38]=[CH:37][C:27]=1[C:28]([C:30]1[CH:35]=[CH:34][C:33]([F:36])=[CH:32][CH:31]=1)=O, predict the reaction product. The product is: [CH:17]1([C:20]2[C:21]([C:22]#[N:23])=[C:28]([C:30]3[CH:35]=[CH:34][C:33]([F:36])=[CH:32][CH:31]=3)[C:27]3[C:26](=[CH:40][CH:39]=[CH:38][CH:37]=3)[N:25]=2)[CH2:19][CH2:18]1. (3) Given the reactants [N:1]1([C:7]([O:9][CH2:10][C:11]2[CH:16]=[CH:15][CH:14]=[CH:13][CH:12]=2)=[O:8])[CH2:6][CH2:5][NH:4][CH2:3][CH2:2]1.[C:17](O)(=O)C.C(O[BH-](OC(=O)C)OC(=O)C)(=O)C.[Na+].[OH-].[Na+].O1[CH2:41][CH2:40][CH2:39]C1, predict the reaction product. The product is: [CH2:17]([N:4]1[CH2:5][CH2:6][N:1]([C:7]([O:9][CH2:10][C:11]2[CH:16]=[CH:15][CH:14]=[CH:13][CH:12]=2)=[O:8])[CH2:2][CH2:3]1)[CH:40]([CH3:39])[CH3:41]. (4) Given the reactants [ClH:1].[CH3:2][C:3]1[CH:8]=[C:7]([C:9]2[N:13](C3CCCCO3)[CH:12]=[N:11][N:10]=2)[CH:6]=[CH:5][C:4]=1[C:20]1[N:25]=[C:24]2[NH:26][C:27](=[O:30])[CH2:28][NH:29][C:23]2=[N:22][CH:21]=1, predict the reaction product. The product is: [ClH:1].[CH3:2][C:3]1[CH:8]=[C:7]([C:9]2[NH:13][CH:12]=[N:11][N:10]=2)[CH:6]=[CH:5][C:4]=1[C:20]1[N:25]=[C:24]2[NH:26][C:27](=[O:30])[CH2:28][NH:29][C:23]2=[N:22][CH:21]=1.